Dataset: Forward reaction prediction with 1.9M reactions from USPTO patents (1976-2016). Task: Predict the product of the given reaction. (1) Given the reactants [CH3:1][O:2][C:3]1[CH:8]=[N:7][C:6]([C:9]2[CH:13]=[C:12]([C:14]([O:16]CC)=[O:15])[NH:11][N:10]=2)=[C:5]2[NH:19][CH:20]=[C:21]([C:22](=[O:42])[C:23](=[O:41])[N:24]3[CH2:29][CH2:28][N:27]([C:30]4[N:34]([C:35]5[CH:40]=[CH:39][CH:38]=[CH:37][CH:36]=5)[N:33]=[N:32][N:31]=4)[CH2:26][CH2:25]3)[C:4]=12.O[Li].O.Cl, predict the reaction product. The product is: [CH3:1][O:2][C:3]1[CH:8]=[N:7][C:6]([C:9]2[CH:13]=[C:12]([C:14]([OH:16])=[O:15])[NH:11][N:10]=2)=[C:5]2[NH:19][CH:20]=[C:21]([C:22](=[O:42])[C:23](=[O:41])[N:24]3[CH2:25][CH2:26][N:27]([C:30]4[N:34]([C:35]5[CH:40]=[CH:39][CH:38]=[CH:37][CH:36]=5)[N:33]=[N:32][N:31]=4)[CH2:28][CH2:29]3)[C:4]=12. (2) Given the reactants [C:1]([O:5][C:6](=[O:34])[N:7]([CH2:18][CH2:19][C:20]1[CH:25]=[CH:24][C:23]([O:26][Si](C(C)(C)C)(C)C)=[CH:22][CH:21]=1)[C:8]1[C:17]2[C:12](=[N:13][CH:14]=[CH:15][N:16]=2)[N:11]=[CH:10][N:9]=1)([CH3:4])([CH3:3])[CH3:2].[F-].C([N+](CCCC)(CCCC)CCCC)CCC, predict the reaction product. The product is: [C:1]([O:5][C:6](=[O:34])[N:7]([CH2:18][CH2:19][C:20]1[CH:25]=[CH:24][C:23]([OH:26])=[CH:22][CH:21]=1)[C:8]1[C:17]2[C:12](=[N:13][CH:14]=[CH:15][N:16]=2)[N:11]=[CH:10][N:9]=1)([CH3:4])([CH3:2])[CH3:3]. (3) Given the reactants C(OC([NH:11][CH2:12][CH2:13][N:14]([C:25]([O:27][C:28]([CH3:31])([CH3:30])[CH3:29])=[O:26])[C:15]1[C:23]([F:24])=[CH:22][CH:21]=[CH:20][C:16]=1[C:17](O)=[O:18])=O)C1C=CC=CC=1.C(O)(=O)C, predict the reaction product. The product is: [C:28]([O:27][C:25]([N:14]1[C:15]2[C:23]([F:24])=[CH:22][CH:21]=[CH:20][C:16]=2[C:17](=[O:18])[NH:11][CH2:12][CH2:13]1)=[O:26])([CH3:31])([CH3:30])[CH3:29]. (4) Given the reactants [NH:1]1[CH:5]=[C:4]([C:6]2[CH:7]=[C:8]([C@H:12]([NH:14][C:15](=[O:21])[O:16][C:17]([CH3:20])([CH3:19])[CH3:18])[CH3:13])[CH:9]=[CH:10][CH:11]=2)[CH:3]=[N:2]1.C(=O)([O-])[O-].[K+].[K+].Br[CH2:29][CH2:30][C:31]1[CH:36]=[CH:35][CH:34]=[CH:33][CH:32]=1, predict the reaction product. The product is: [CH2:29]([N:1]1[CH:5]=[C:4]([C:6]2[CH:7]=[C:8]([C@H:12]([NH:14][C:15](=[O:21])[O:16][C:17]([CH3:20])([CH3:19])[CH3:18])[CH3:13])[CH:9]=[CH:10][CH:11]=2)[CH:3]=[N:2]1)[CH2:30][C:31]1[CH:36]=[CH:35][CH:34]=[CH:33][CH:32]=1. (5) Given the reactants [Cl:1][C:2]1[CH:3]=[C:4]([C:9]2[N:13]([C:14]3[CH:19]=[CH:18][CH:17]=[C:16]([Cl:20])[CH:15]=3)[N:12]=[C:11]([C:21]([O:23]CC)=[O:22])[CH:10]=2)[CH:5]=[C:6]([F:8])[CH:7]=1.ClC1C=C(N2C(C3C=C(F)C=C(Cl)C=3)=CC(C(O)=O)=N2)C=CC=1F, predict the reaction product. The product is: [Cl:1][C:2]1[CH:3]=[C:4]([C:9]2[N:13]([C:14]3[CH:19]=[CH:18][CH:17]=[C:16]([Cl:20])[CH:15]=3)[N:12]=[C:11]([C:21]([OH:23])=[O:22])[CH:10]=2)[CH:5]=[C:6]([F:8])[CH:7]=1. (6) The product is: [CH3:22][C:17]1[CH:16]=[C:15]([CH:20]=[CH:19][C:18]=1[CH3:21])[C:14]([C:4]1[C:3](=[O:24])[C:12]2[C:7](=[N:8][C:9]([CH3:13])=[CH:10][CH:11]=2)[NH:6][CH:5]=1)=[O:23]. Given the reactants CO[C:3](=[O:24])[C:4]([C:14](=[O:23])[C:15]1[CH:20]=[CH:19][C:18]([CH3:21])=[C:17]([CH3:22])[CH:16]=1)=[CH:5][NH:6][C:7]1[CH:12]=[CH:11][CH:10]=[C:9]([CH3:13])[N:8]=1, predict the reaction product.